Dataset: Forward reaction prediction with 1.9M reactions from USPTO patents (1976-2016). Task: Predict the product of the given reaction. (1) Given the reactants [CH3:1][C:2]1[N:7]=[CH:6][C:5]([CH2:8][O:9][C:10]2[CH:15]=[CH:14][N:13]([C:16]3[CH:21]=[CH:20][C:19]4[C:22]5[CH2:23][NH:24][CH2:25][CH2:26][CH2:27][C:28]=5[O:29][C:18]=4[CH:17]=3)[C:12](=[O:30])[CH:11]=2)=[CH:4][CH:3]=1.[ClH:31].CCOCC, predict the reaction product. The product is: [ClH:31].[CH3:1][C:2]1[N:7]=[CH:6][C:5]([CH2:8][O:9][C:10]2[CH:15]=[CH:14][N:13]([C:16]3[CH:21]=[CH:20][C:19]4[C:22]5[CH2:23][NH:24][CH2:25][CH2:26][CH2:27][C:28]=5[O:29][C:18]=4[CH:17]=3)[C:12](=[O:30])[CH:11]=2)=[CH:4][CH:3]=1. (2) Given the reactants [F:1][C:2]([F:7])([F:6])[C:3]([OH:5])=[O:4].[F:8][C:9]([F:14])([F:13])[C:10]([OH:12])=[O:11].FC(F)(F)C(O)=O.[Cl:22][C:23]1[CH:24]=[N:25][C:26]2[NH:27][C:28]3[CH:29]=[N:30][CH:31]=[C:32]([CH:53]=3)[CH2:33][CH2:34][C:35]3[CH:43]=[C:39]([NH:40][C:41]=1[N:42]=2)[CH:38]=[CH:37][C:36]=3[NH:44][C:45](=[O:52])[CH2:46][C@@H:47]1[CH2:51][CH2:50][NH:49][CH2:48]1.[CH3:54][N:55]1[CH:59]=[C:58]([C:60](Cl)=[O:61])[CH:57]=[N:56]1, predict the reaction product. The product is: [F:1][C:2]([F:7])([F:6])[C:3]([OH:5])=[O:4].[F:8][C:9]([F:14])([F:13])[C:10]([OH:12])=[O:11].[Cl:22][C:23]1[CH:24]=[N:25][C:26]2[NH:27][C:28]3[CH:29]=[N:30][CH:31]=[C:32]([CH:53]=3)[CH2:33][CH2:34][C:35]3[CH:43]=[C:39]([NH:40][C:41]=1[N:42]=2)[CH:38]=[CH:37][C:36]=3[NH:44][C:45](=[O:52])[CH2:46][C@@H:47]1[CH2:51][CH2:50][N:49]([C:60]([C:58]2[CH:57]=[N:56][N:55]([CH3:54])[CH:59]=2)=[O:61])[CH2:48]1. (3) Given the reactants [C:1]1([C:7]2[N:12]=[C:11]3[CH2:13][CH2:14][CH2:15][NH:16][C:10]3=[N:9][C:8]=2[C:17]2[CH:22]=[CH:21][CH:20]=[CH:19][CH:18]=2)[CH:6]=[CH:5][CH:4]=[CH:3][CH:2]=1.O=[CH:24][CH2:25][CH2:26][C:27]([O:29][CH3:30])=[O:28], predict the reaction product. The product is: [C:1]1([C:7]2[N:12]=[C:11]3[CH2:13][CH2:14][CH2:15][N:16]([CH2:24][CH2:25][CH2:26][C:27]([O:29][CH3:30])=[O:28])[C:10]3=[N:9][C:8]=2[C:17]2[CH:18]=[CH:19][CH:20]=[CH:21][CH:22]=2)[CH:2]=[CH:3][CH:4]=[CH:5][CH:6]=1. (4) Given the reactants Cl.[CH3:2][C:3]1([OH:8])[CH2:7][CH2:6][NH:5][CH2:4]1.C(=O)([O-])[O-].[K+].[K+].[F:15][C:16]1[CH:17]=[C:18]([CH:21]=[C:22]([F:24])[CH:23]=1)[CH2:19]Br, predict the reaction product. The product is: [F:15][C:16]1[CH:17]=[C:18]([CH:21]=[C:22]([F:24])[CH:23]=1)[CH2:19][N:5]1[CH2:6][CH2:7][C:3]([CH3:2])([OH:8])[CH2:4]1. (5) Given the reactants Cl[CH2:2][CH2:3][C:4]1[C:5]2[CH:19]=[C:18]([C:20]([C:23]3[O:24][C:25]([CH2:28][CH3:29])=[N:26][N:27]=3)([CH3:22])[CH3:21])[S:17][C:6]=2[NH:7][C:8]=1[C:9]1[CH:14]=[C:13]([CH3:15])[CH:12]=[C:11]([CH3:16])[CH:10]=1.[I-].C(N(C(C)C)CC)(C)C.[NH:40]1[CH2:45][CH2:44][CH:43]([C:46]([N:48]2[CH2:53][CH2:52][O:51][CH2:50][CH2:49]2)=[O:47])[CH2:42][CH2:41]1, predict the reaction product. The product is: [CH3:16][C:11]1[CH:10]=[C:9]([C:8]2[NH:7][C:6]3[S:17][C:18]([C:20]([C:23]4[O:24][C:25]([CH2:28][CH3:29])=[N:26][N:27]=4)([CH3:21])[CH3:22])=[CH:19][C:5]=3[C:4]=2[CH2:3][CH2:2][N:40]2[CH2:45][CH2:44][CH:43]([C:46]([N:48]3[CH2:53][CH2:52][O:51][CH2:50][CH2:49]3)=[O:47])[CH2:42][CH2:41]2)[CH:14]=[C:13]([CH3:15])[CH:12]=1. (6) Given the reactants [F:1][C:2]([F:12])([F:11])[C:3]1[N:8]=[CH:7][C:6]([CH2:9][OH:10])=[CH:5][CH:4]=1.CC(OI1(OC(C)=O)(OC(C)=O)OC(=O)C2C=CC=CC1=2)=O, predict the reaction product. The product is: [F:12][C:2]([F:1])([F:11])[C:3]1[CH:4]=[CH:5][C:6]([CH:9]=[O:10])=[CH:7][N:8]=1.